Dataset: Catalyst prediction with 721,799 reactions and 888 catalyst types from USPTO. Task: Predict which catalyst facilitates the given reaction. Reactant: Br[C:2]1[N:6]2[C:7]3[C:12]([N:13]=[C:14]([CH3:15])[C:5]2=[C:4]([CH3:17])[N:3]=1)=[CH:11][CH:10]=[C:9]([F:16])[CH:8]=3.[F:18][C:19]([F:30])([F:29])[C:20]1[CH:25]=[CH:24][CH:23]=[CH:22][C:21]=1B(O)O.C([O-])([O-])=O.[K+].[K+]. Product: [F:16][C:9]1[CH:8]=[C:7]2[C:12]([N:13]=[C:14]([CH3:15])[C:5]3[N:6]2[C:2]([C:21]2[CH:22]=[CH:23][CH:24]=[CH:25][C:20]=2[C:19]([F:30])([F:29])[F:18])=[N:3][C:4]=3[CH3:17])=[CH:11][CH:10]=1. The catalyst class is: 73.